This data is from Reaction yield outcomes from USPTO patents with 853,638 reactions. The task is: Predict the reaction yield, written as a fraction of the theoretical maximum amount of product (1.0 means a 100% yield; for example, 0.34 means a 34% yield). (1) The reactants are [F:1][C:2]1[CH:7]=[CH:6][CH:5]=[C:4]([F:8])[C:3]=1[CH2:9][C:10]([OH:12])=O.C(Cl)(=O)C(Cl)=O.[NH2:19][C:20](=[N:26]O)[C:21]([O:23][CH2:24][CH3:25])=[O:22].C(N(CC)C(C)C)(C)C. The catalyst is ClCCl.N1C=CC=CC=1.CN(C=O)C. The product is [F:8][C:4]1[CH:5]=[CH:6][CH:7]=[C:2]([F:1])[C:3]=1[CH2:9][C:10]1[O:12][N:26]=[C:20]([C:21]([O:23][CH2:24][CH3:25])=[O:22])[N:19]=1. The yield is 0.340. (2) The reactants are [CH3:1][O:2][C:3]1[NH:4][C:5](=[O:27])[C:6]([CH2:12][C:13]2[CH:18]=[CH:17][C:16]([C:19]3[C:20]([C:25]#[N:26])=[CH:21][CH:22]=[CH:23][CH:24]=3)=[CH:15][CH:14]=2)=[C:7]([CH2:9][CH2:10][CH3:11])[N:8]=1.[C:28]([O:32][C:33]1[CH:38]=[CH:37][C:36](B(O)O)=[CH:35][CH:34]=1)([CH3:31])([CH3:30])[CH3:29].C(N(CC)CC)C.N1C=CC=CC=1. The catalyst is ClCCl.C(OCC)(=O)C.C([O-])(=O)C.[Cu+2].C([O-])(=O)C. The product is [C:28]([O:32][C:33]1[CH:38]=[CH:37][C:36]([N:4]2[C:5](=[O:27])[C:6]([CH2:12][C:13]3[CH:18]=[CH:17][C:16]([C:19]4[C:20]([C:25]#[N:26])=[CH:21][CH:22]=[CH:23][CH:24]=4)=[CH:15][CH:14]=3)=[C:7]([CH2:9][CH2:10][CH3:11])[N:8]=[C:3]2[O:2][CH3:1])=[CH:35][CH:34]=1)([CH3:31])([CH3:29])[CH3:30]. The yield is 0.750. (3) The reactants are [S:1]1[C:9]2[CH2:8][CH2:7][N:6]([C:10]([O:12][C:13]([CH3:16])([CH3:15])[CH3:14])=[O:11])[CH2:5][C:4]=2[CH:3]=[C:2]1[C:17](OCC)=[O:18].[H-].[H-].[H-].[H-].[Li+].[Al+3]. No catalyst specified. The product is [OH:18][CH2:17][C:2]1[S:1][C:9]2[CH2:8][CH2:7][N:6]([C:10]([O:12][C:13]([CH3:16])([CH3:15])[CH3:14])=[O:11])[CH2:5][C:4]=2[CH:3]=1. The yield is 0.920. (4) The reactants are ClC(OCC(C)C)=O.[O:9]=[C:10]([N:18]1[CH2:22][CH2:21][CH2:20][C@H:19]1[C:23]([OH:25])=O)[C:11](=[O:17])[C:12]([CH3:16])([CH3:15])[CH2:13][CH3:14].[NH3:26].C(O)C. The catalyst is C(Cl)Cl.O. The product is [O:9]=[C:10]([N:18]1[CH2:22][CH2:21][CH2:20][C@H:19]1[C:23]([NH2:26])=[O:25])[C:11](=[O:17])[C:12]([CH3:16])([CH3:15])[CH2:13][CH3:14]. The yield is 0.818. (5) The reactants are [CH2:1]([N:3]1[C:7]([CH2:8]O)=[CH:6][N:5]=[CH:4]1)[CH3:2].C1C(=O)N([Cl:17])C(=O)C1.P(Br)(Br)Br.C(=O)([O-])[O-].[K+].[K+].[CH3:28][C:29]1[N:34]=[C:33]([SH:35])[N:32]=[C:31]([OH:36])[CH:30]=1. The catalyst is O1CCOCC1. The product is [Cl:17][C:6]1[N:5]=[CH:4][N:3]([CH2:1][CH3:2])[C:7]=1[CH2:8][S:35][C:33]1[N:32]=[C:31]([OH:36])[CH:30]=[C:29]([CH3:28])[N:34]=1. The yield is 0.0300. (6) The reactants are [Cl:1][CH2:2][CH2:3][C:4]([C:6]1[CH:11]=[CH:10][C:9]([F:12])=[CH:8][CH:7]=1)=[O:5].[NH4+].[Cl-].I[CH2:16][C:17]([CH3:19])=[CH2:18]. The yield is 0.760. The catalyst is C1COCC1.[Zn]. The product is [Cl:1][CH2:2][CH2:3][C:4]([C:6]1[CH:7]=[CH:8][C:9]([F:12])=[CH:10][CH:11]=1)([OH:5])[CH2:18][C:17]([CH3:19])=[CH2:16]. (7) The reactants are [Br:1][C:2]1[CH:7]=[CH:6][CH:5]=[CH:4][C:3]=1[OH:8].Cl[CH2:10][O:11][CH3:12].C(=O)([O-])[O-].[Na+].[Na+]. The catalyst is CN(C=O)C.O. The product is [Br:1][C:2]1[CH:7]=[CH:6][CH:5]=[CH:4][C:3]=1[O:8][CH2:10][O:11][CH3:12]. The yield is 0.677.